From a dataset of Catalyst prediction with 721,799 reactions and 888 catalyst types from USPTO. Predict which catalyst facilitates the given reaction. (1) Reactant: [Br:1][C:2]1[CH:10]=[C:9]2[C:5]([CH:6]=[CH:7][NH:8]2)=[CH:4][CH:3]=1.[H-].[Na+].[H][H].[CH2:15](Br)[CH:16]=[CH2:17]. Product: [CH2:17]([N:8]1[C:9]2[C:5](=[CH:4][CH:3]=[C:2]([Br:1])[CH:10]=2)[CH:6]=[CH:7]1)[CH:16]=[CH2:15]. The catalyst class is: 3. (2) Reactant: [CH2:1]([O:8][C:9]([NH:11][C@@H:12]([CH3:26])[CH2:13][N:14]([C:19]([O:21][C:22]([CH3:25])([CH3:24])[CH3:23])=[O:20])[CH2:15][CH2:16][CH2:17][OH:18])=[O:10])[C:2]1[CH:7]=[CH:6][CH:5]=[CH:4][CH:3]=1.C(N(CC)CC)C.[CH3:34][S:35](Cl)(=[O:37])=[O:36]. Product: [CH3:34][S:35]([O:18][CH2:17][CH2:16][CH2:15][N:14]([C:19]([O:21][C:22]([CH3:25])([CH3:24])[CH3:23])=[O:20])[CH2:13][C@@H:12]([NH:11][C:9]([O:8][CH2:1][C:2]1[CH:3]=[CH:4][CH:5]=[CH:6][CH:7]=1)=[O:10])[CH3:26])(=[O:37])=[O:36]. The catalyst class is: 2. (3) Reactant: [NH2:1][C:2]1[C:10]([CH3:11])=[CH:9][CH:8]=[C:7]([CH3:12])[C:3]=1[C:4]([OH:6])=[O:5].[C:13](OCC)(=O)C.C(O)C.C[Si](C=[N+]=[N-])(C)C. Product: [CH3:13][O:5][C:4](=[O:6])[C:3]1[C:7]([CH3:12])=[CH:8][CH:9]=[C:10]([CH3:11])[C:2]=1[NH2:1]. The catalyst class is: 27. (4) Reactant: [OH:1][C:2]1[CH:7]=[CH:6][C:5]([CH2:8][CH2:9][CH:10]([CH2:15][CH2:16][CH2:17][C:18]2[CH:23]=[CH:22][CH:21]=[CH:20][CH:19]=2)[C:11]([O:13][CH3:14])=[O:12])=[CH:4][CH:3]=1.N1C=CC=CC=1.[F:30][C:31]([F:42])([F:41])[C:32]1[CH:37]=[CH:36][C:35](B(O)O)=[CH:34][CH:33]=1.O. Product: [F:30][C:31]([F:42])([F:41])[C:32]1[CH:37]=[CH:36][C:35]([O:1][C:2]2[CH:3]=[CH:4][C:5]([CH2:8][CH2:9][CH:10]([CH2:15][CH2:16][CH2:17][C:18]3[CH:19]=[CH:20][CH:21]=[CH:22][CH:23]=3)[C:11]([O:13][CH3:14])=[O:12])=[CH:6][CH:7]=2)=[CH:34][CH:33]=1. The catalyst class is: 749. (5) Product: [C:7](=[O:3])([OH:9])[O-:8].[Mg+2:1].[C:7](=[O:3])([OH:9])[O-:8].[C:7](=[O:3])([OH:9])[O-:8].[Ca+2:2].[C:7](=[O:3])([OH:9])[O-:8]. The catalyst class is: 6. Reactant: [Mg:1].[Ca:2].[O-2:3].[Mg+2].[O-2].[Ca+2].[C:7](=[O:9])=[O:8]. (6) Reactant: P(Cl)(Cl)(Cl)=O.[C:6]([O:10][C:11]([N:13]1[CH2:18][CH2:17][CH2:16][C@@H:15]([C:19](=O)[NH2:20])[CH2:14]1)=[O:12])([CH3:9])([CH3:8])[CH3:7].C(OCC)(=O)C. Product: [C:6]([O:10][C:11]([N:13]1[CH2:18][CH2:17][CH2:16][C@@H:15]([C:19]#[N:20])[CH2:14]1)=[O:12])([CH3:9])([CH3:7])[CH3:8]. The catalyst class is: 17. (7) Reactant: [CH:1]1([C:7]2[C:8]3[CH:9]=[CH:10][C:11]([C:32]([O:34]C)=[O:33])=[CH:12][C:13]=3[N:14]3[CH2:21][C:20](=[O:22])[N:19]([CH2:23][CH2:24][N:25]([CH3:27])[CH3:26])[CH2:18][C:17]4[CH:28]=[CH:29][CH:30]=[CH:31][C:16]=4[C:15]=23)[CH2:6][CH2:5][CH2:4][CH2:3][CH2:2]1.B(Br)(Br)Br. Product: [CH:1]1([C:7]2[C:8]3[CH:9]=[CH:10][C:11]([C:32]([OH:34])=[O:33])=[CH:12][C:13]=3[N:14]3[CH2:21][C:20](=[O:22])[N:19]([CH2:23][CH2:24][N:25]([CH3:27])[CH3:26])[CH2:18][C:17]4[CH:28]=[CH:29][CH:30]=[CH:31][C:16]=4[C:15]=23)[CH2:6][CH2:5][CH2:4][CH2:3][CH2:2]1. The catalyst class is: 2. (8) Reactant: O=C1CCC(=O)N1O[C:9](=[O:20])[C:10]1[CH:15]=[CH:14][CH:13]=[C:12]([O:16][CH2:17][C:18]#[CH:19])[CH:11]=1.[NH2:21][CH2:22][CH2:23][O:24][CH2:25][CH2:26][O:27][CH2:28][CH2:29][O:30][CH2:31][CH2:32][O:33][CH2:34][CH2:35][O:36][CH2:37][CH2:38][O:39][CH2:40][CH2:41][O:42][CH2:43][CH2:44][NH:45][C:46](=[O:48])[CH3:47].C(N(CC)CC)C. Product: [C:46]([NH:45][CH2:44][CH2:43][O:42][CH2:41][CH2:40][O:39][CH2:38][CH2:37][O:36][CH2:35][CH2:34][O:33][CH2:32][CH2:31][O:30][CH2:29][CH2:28][O:27][CH2:26][CH2:25][O:24][CH2:23][CH2:22][NH:21][C:9](=[O:20])[C:10]1[CH:15]=[CH:14][CH:13]=[C:12]([O:16][CH2:17][C:18]#[CH:19])[CH:11]=1)(=[O:48])[CH3:47]. The catalyst class is: 4. (9) Reactant: C([Li])CCC.[CH:6]([NH:9]C(C)C)(C)[CH3:7].[CH3:13][O:14][C:15](=[O:26])[CH2:16][C:17]1[C:22]([F:23])=[CH:21][CH:20]=[C:19]([Cl:24])[C:18]=1[F:25].ICC#N.[Cl-].[NH4+]. Product: [CH3:13][O:14][C:15](=[O:26])[CH:16]([C:17]1[C:22]([F:23])=[CH:21][CH:20]=[C:19]([Cl:24])[C:18]=1[F:25])[CH2:7][C:6]#[N:9]. The catalyst class is: 1.